From a dataset of Full USPTO retrosynthesis dataset with 1.9M reactions from patents (1976-2016). Predict the reactants needed to synthesize the given product. (1) Given the product [CH3:60][N:61]([CH3:63])[CH2:62][CH2:20][O:19][C@H:18]1[C@H:13]([C:10]2[CH:11]=[CH:12][C:7]([CH2:6][O:5][CH2:4][CH2:3][O:2][CH3:1])=[CH:8][CH:9]=2)[C@@H:14]([O:43][CH2:44][C:45]2[CH:46]=[CH:47][C:48]3[O:53][CH2:52][CH2:51][N:50]([CH2:54][CH2:55][CH2:56][O:57][CH3:58])[C:49]=3[CH:59]=2)[CH2:15][N:16]([C:33]([O:35][CH2:36][C:37]2[CH:42]=[CH:41][CH:40]=[CH:39][CH:38]=2)=[O:34])[CH2:17]1, predict the reactants needed to synthesize it. The reactants are: [CH3:1][O:2][CH2:3][CH2:4][O:5][CH2:6][C:7]1[CH:12]=[CH:11][C:10]([C@H:13]2[C@H:18]([O:19][CH2:20]COS(C3C=CC(C)=CC=3)(=O)=O)[CH2:17][N:16]([C:33]([O:35][CH2:36][C:37]3[CH:42]=[CH:41][CH:40]=[CH:39][CH:38]=3)=[O:34])[CH2:15][C@@H:14]2[O:43][CH2:44][C:45]2[CH:46]=[CH:47][C:48]3[O:53][CH2:52][CH2:51][N:50]([CH2:54][CH2:55][CH2:56][O:57][CH3:58])[C:49]=3[CH:59]=2)=[CH:9][CH:8]=1.[CH3:60][NH:61][CH3:62].[CH2:63](N(CC)CC)C. (2) Given the product [O:7]=[C:6]([C:8]1[CH:13]=[CH:12][C:11]([C:14]([F:17])([F:16])[F:15])=[CH:10][CH:9]=1)[CH2:5][CH2:4][CH2:3][CH2:2][N:18]1[CH2:23][CH2:22][CH:21]([C:24]2[CH:25]=[C:26]([NH:30][C:31](=[O:34])[CH2:32][CH3:33])[CH:27]=[CH:28][CH:29]=2)[CH2:20][CH2:19]1, predict the reactants needed to synthesize it. The reactants are: Cl[CH2:2][CH2:3][CH2:4][CH2:5][C:6]([C:8]1[CH:13]=[CH:12][C:11]([C:14]([F:17])([F:16])[F:15])=[CH:10][CH:9]=1)=[O:7].[NH:18]1[CH2:23][CH2:22][CH:21]([C:24]2[CH:25]=[C:26]([NH:30][C:31](=[O:34])[CH2:32][CH3:33])[CH:27]=[CH:28][CH:29]=2)[CH2:20][CH2:19]1.